The task is: Predict the product of the given reaction.. This data is from Forward reaction prediction with 1.9M reactions from USPTO patents (1976-2016). (1) Given the reactants CN(C=[N:5][C:6]1[CH:7]=[N:8][C:9]([C:12]2[CH:13]=[C:14]([CH:19]=[CH:20][CH:21]=2)[C:15]([O:17][CH3:18])=[O:16])=[N:10][CH:11]=1)C.S(=O)(=O)(O)O, predict the reaction product. The product is: [NH2:5][C:6]1[CH:11]=[N:10][C:9]([C:12]2[CH:13]=[C:14]([CH:19]=[CH:20][CH:21]=2)[C:15]([O:17][CH3:18])=[O:16])=[N:8][CH:7]=1. (2) Given the reactants [CH:1]1([CH:7]([NH:20][C:21]2[CH:29]=[CH:28][C:24]([C:25](O)=[O:26])=[CH:23][CH:22]=2)[C:8]2[CH:12]=[C:11]([C:13]3[CH:18]=[CH:17][CH:16]=[CH:15][CH:14]=3)[S:10][C:9]=2[CH3:19])[CH2:6][CH2:5][CH2:4][CH2:3][CH2:2]1.[CH3:30][NH:31][CH2:32][CH2:33][C:34]([O:36]CC)=[O:35].O.ON1C2C=CC=CC=2N=N1.Cl.C(N=C=NCCCN(C)C)C.Cl.[OH-].[Na+], predict the reaction product. The product is: [CH:1]1([CH:7]([NH:20][C:21]2[CH:22]=[CH:23][C:24]([C:25]([N:31]([CH3:30])[CH2:32][CH2:33][C:34]([OH:36])=[O:35])=[O:26])=[CH:28][CH:29]=2)[C:8]2[CH:12]=[C:11]([C:13]3[CH:18]=[CH:17][CH:16]=[CH:15][CH:14]=3)[S:10][C:9]=2[CH3:19])[CH2:6][CH2:5][CH2:4][CH2:3][CH2:2]1. (3) Given the reactants [C:1]([C:3]1[CH:4]=[C:5]([N:9]2[C:13]([C:14]([O:16]CC)=[O:15])=[CH:12][C:11]([CH:19]([CH3:21])[CH3:20])=[N:10]2)[CH:6]=[CH:7][CH:8]=1)#[N:2].O[Li].O, predict the reaction product. The product is: [C:1]([C:3]1[CH:4]=[C:5]([N:9]2[C:13]([C:14]([OH:16])=[O:15])=[CH:12][C:11]([CH:19]([CH3:21])[CH3:20])=[N:10]2)[CH:6]=[CH:7][CH:8]=1)#[N:2].